This data is from Peptide-MHC class I binding affinity with 185,985 pairs from IEDB/IMGT. The task is: Regression. Given a peptide amino acid sequence and an MHC pseudo amino acid sequence, predict their binding affinity value. This is MHC class I binding data. (1) The peptide sequence is SCLENFRAYV. The MHC is HLA-A68:02 with pseudo-sequence HLA-A68:02. The binding affinity (normalized) is 0.500. (2) The peptide sequence is KMGKAGYVT. The MHC is HLA-A02:01 with pseudo-sequence HLA-A02:01. The binding affinity (normalized) is 0.466. (3) The peptide sequence is GELRKAICL. The MHC is HLA-B27:05 with pseudo-sequence HLA-B27:05. The binding affinity (normalized) is 0.0847. (4) The peptide sequence is KTWFLVPLI. The MHC is HLA-A02:01 with pseudo-sequence HLA-A02:01. The binding affinity (normalized) is 0.951. (5) The peptide sequence is AFPTSCHM. The MHC is HLA-B40:01 with pseudo-sequence HLA-B40:01. The binding affinity (normalized) is 0.